Dataset: Tyrosyl-DNA phosphodiesterase HTS with 341,365 compounds. Task: Binary Classification. Given a drug SMILES string, predict its activity (active/inactive) in a high-throughput screening assay against a specified biological target. The drug is s1c(CN(CCc2ccccc2)C(=O)c2c(OC)cc(OC)cc2)ccc1. The result is 0 (inactive).